Dataset: Catalyst prediction with 721,799 reactions and 888 catalyst types from USPTO. Task: Predict which catalyst facilitates the given reaction. (1) Reactant: Br[C:2]1[CH:3]=[C:4]2[C:9](=[CH:10][CH:11]=1)[CH:8]=[N:7][C:6]([NH2:12])=[CH:5]2.[CH3:13][O-:14].[Na+]. Product: [CH3:13][O:14][C:2]1[CH:3]=[C:4]2[C:9](=[CH:10][CH:11]=1)[CH:8]=[N:7][C:6]([NH2:12])=[CH:5]2. The catalyst class is: 16. (2) Reactant: [N+:1]([C:4]1[CH:5]=[C:6]([N:10]=[C:11]=[O:12])[CH:7]=[CH:8][CH:9]=1)([O-:3])=[O:2].[NH:13]1[CH2:17][CH2:16][CH2:15][CH2:14]1. Product: [N+:1]([C:4]1[CH:5]=[C:6]([NH:10][C:11]([N:13]2[CH2:17][CH2:16][CH2:15][CH2:14]2)=[O:12])[CH:7]=[CH:8][CH:9]=1)([O-:3])=[O:2]. The catalyst class is: 1. (3) Reactant: [O:1]=[C:2]([NH:17][C:18]1[CH:23]=[CH:22][CH:21]=[C:20]([C:24]2[N:29]3[N:30]=[CH:31][C:32]([C:33]([C:35]4[S:36][CH:37]=[CH:38][CH:39]=4)=[O:34])=[C:28]3[N:27]=[CH:26][CH:25]=2)[CH:19]=1)[CH2:3][CH:4]1[CH2:9][CH2:8][N:7](C(OC(C)(C)C)=O)[CH2:6][CH2:5]1.FC(F)(F)C(O)=O. Product: [NH:7]1[CH2:6][CH2:5][CH:4]([CH2:3][C:2]([NH:17][C:18]2[CH:23]=[CH:22][CH:21]=[C:20]([C:24]3[N:29]4[N:30]=[CH:31][C:32]([C:33]([C:35]5[S:36][CH:37]=[CH:38][CH:39]=5)=[O:34])=[C:28]4[N:27]=[CH:26][CH:25]=3)[CH:19]=2)=[O:1])[CH2:9][CH2:8]1. The catalyst class is: 2. (4) Product: [CH:4]1([C:10]2[CH:15]=[CH:14][C:13]([NH:16][C:17](=[O:22])[C:18]([NH:2][NH2:3])=[O:19])=[CH:12][CH:11]=2)[CH2:9][CH2:8][CH2:7][CH2:6][CH2:5]1. Reactant: O.[NH2:2][NH2:3].[CH:4]1([C:10]2[CH:15]=[CH:14][C:13]([NH:16][C:17](=[O:22])[C:18](OC)=[O:19])=[CH:12][CH:11]=2)[CH2:9][CH2:8][CH2:7][CH2:6][CH2:5]1. The catalyst class is: 8. (5) Reactant: [NH2:1][C:2]1[S:3][CH:4]=[CH:5][C:6]=1[C:7]([O:9][CH3:10])=[O:8].[CH:11](=O)[CH:12]([CH3:14])[CH3:13].C(O[BH-](OC(=O)C)OC(=O)C)(=O)C.[Na+]. Product: [CH2:11]([NH:1][C:2]1[S:3][CH:4]=[CH:5][C:6]=1[C:7]([O:9][CH3:10])=[O:8])[CH:12]([CH3:14])[CH3:13]. The catalyst class is: 411. (6) Reactant: Br[C:2]1[CH:3]=[C:4]([CH2:8][NH2:9])[CH:5]=[CH:6][CH:7]=1.[F:10][C:11]([F:22])([F:21])[C:12]1[CH:17]=[CH:16][C:15](B(O)O)=[CH:14][CH:13]=1.[O-]P([O-])([O-])=O.[K+].[K+].[K+].COCCOC. Product: [F:10][C:11]([F:22])([F:21])[C:12]1[CH:17]=[CH:16][C:15]([C:2]2[CH:7]=[CH:6][CH:5]=[C:4]([CH2:8][NH2:9])[CH:3]=2)=[CH:14][CH:13]=1. The catalyst class is: 103. (7) Reactant: [Cl:1][C:2]1[CH:7]=[CH:6][C:5]([CH2:8][C:9](=[O:34])[CH2:10][C@H:11]([CH2:31]C=C)[C:12]([N:14]([CH3:30])[CH2:15][C@H:16]([NH:23][C:24](=[O:29])[CH2:25][CH2:26][CH:27]=[CH2:28])C2C=CC=CC=2)=[O:13])=[CH:4][CH:3]=1. The catalyst class is: 260. Product: [Cl:1][C:2]1[CH:3]=[CH:4][C:5]([CH2:8][C:9](=[O:34])[CH2:10][C@H:11]2[C:12](=[O:13])[N:14]([CH3:30])[CH2:15][C@@H:16]([C:2]3[CH:7]=[CH:6][CH:5]=[CH:4][CH:3]=3)[NH:23][C:24](=[O:29])[CH2:25][CH2:26][CH:27]=[CH:28][CH2:31]2)=[CH:6][CH:7]=1.